This data is from Retrosynthesis with 50K atom-mapped reactions and 10 reaction types from USPTO. The task is: Predict the reactants needed to synthesize the given product. (1) The reactants are: CC(C)(C)OC(=O)C(C#N)c1ccccc1. Given the product CC(C)(C)OC(=O)C(CN)c1ccccc1, predict the reactants needed to synthesize it. (2) Given the product COc1ccccc1N1CCN(C[C@@H](CC2CCCCC2)N(C)C(=O)C2CCCCC2)CC1, predict the reactants needed to synthesize it. The reactants are: CN[C@H](CC1CCCCC1)CN1CCN(c2ccccc2OC)CC1.O=C(O)C1CCCCC1. (3) Given the product O=[N+]([O-])c1ccc2c(c1)C(O)CCCC2, predict the reactants needed to synthesize it. The reactants are: O=C1CCCCc2ccc([N+](=O)[O-])cc21. (4) Given the product Cc1ccccc1Cc1nc[nH]c1C, predict the reactants needed to synthesize it. The reactants are: Cc1ccccc1C(=O)c1nc[nH]c1C. (5) Given the product COC(=O)c1nc(-c2ccoc2)cnc1N, predict the reactants needed to synthesize it. The reactants are: COC(=O)c1nc(Br)cnc1N.OB(O)c1ccoc1. (6) Given the product O=[N+]([O-])c1ccccc1-c1ccc(CBr)cc1, predict the reactants needed to synthesize it. The reactants are: Cc1ccc(-c2ccccc2[N+](=O)[O-])cc1.O=C1CCC(=O)N1Br. (7) Given the product CC[C@H](C)[C@H](NC(=O)OC(C)(C)C)C(=O)NCCc1ccccc1, predict the reactants needed to synthesize it. The reactants are: CC[C@H](C)[C@H](NC(=O)OC(C)(C)C)C(=O)O.NCCc1ccccc1.